This data is from TCR-epitope binding with 47,182 pairs between 192 epitopes and 23,139 TCRs. The task is: Binary Classification. Given a T-cell receptor sequence (or CDR3 region) and an epitope sequence, predict whether binding occurs between them. The epitope is SEPVLKGVKL. The TCR CDR3 sequence is CATSDLGVGYGYTF. Result: 0 (the TCR does not bind to the epitope).